Dataset: Catalyst prediction with 721,799 reactions and 888 catalyst types from USPTO. Task: Predict which catalyst facilitates the given reaction. (1) Product: [C:1]([C:5]1[CH:6]=[C:7]([NH2:19])[C:8]([N:11]([CH2:12][CH2:13][CH2:14][N:15]([CH3:17])[CH3:16])[CH3:18])=[CH:9][CH:10]=1)([CH3:4])([CH3:2])[CH3:3]. Reactant: [C:1]([C:5]1[CH:10]=[CH:9][C:8]([N:11]([CH3:18])[CH2:12][CH2:13][CH2:14][N:15]([CH3:17])[CH3:16])=[C:7]([N+:19]([O-])=O)[CH:6]=1)([CH3:4])([CH3:3])[CH3:2].[H][H]. The catalyst class is: 19. (2) Reactant: [C:1](N1C=CN=C1)(N1C=CN=C1)=[O:2].[C:13]([C:17]1[CH:21]=[C:20]([NH2:22])[N:19]([C:23]2[CH:28]=[CH:27][C:26]([CH3:29])=[CH:25][CH:24]=2)[N:18]=1)([CH3:16])([CH3:15])[CH3:14].[NH2:30][C:31]1[CH:36]=[C:35]([CH2:37][O:38][C:39]2[C:48]3[C:43](=[CH:44][CH:45]=[CH:46][CH:47]=3)[C:42]([NH2:49])=[CH:41][CH:40]=2)[CH:34]=[CH:33][N:32]=1. Product: [NH2:30][C:31]1[CH:36]=[C:35]([CH2:37][O:38][C:39]2[C:48]3[C:43](=[CH:44][CH:45]=[CH:46][CH:47]=3)[C:42]([NH:49][C:1]([NH:22][C:20]3[N:19]([C:23]4[CH:24]=[CH:25][C:26]([CH3:29])=[CH:27][CH:28]=4)[N:18]=[C:17]([C:13]([CH3:16])([CH3:15])[CH3:14])[CH:21]=3)=[O:2])=[CH:41][CH:40]=2)[CH:34]=[CH:33][N:32]=1. The catalyst class is: 2. (3) Reactant: [O:1]=[C:2]1[CH2:11][CH2:10][C@@H:9]2[C@H:4]([CH2:5][C@H:6]([NH:15][C:16](=[O:22])[N:17]([CH2:20][CH3:21])[CH2:18][CH3:19])[CH2:7][N:8]2[CH2:12][CH2:13][CH3:14])[CH2:3]1.C(O[CH:28](N(C)C)[N:29]([CH3:31])[CH3:30])(C)(C)C. Product: [CH3:28][N:29]([CH:31]=[C:11]1[CH2:10][C@@H:9]2[C@H:4]([CH2:5][C@H:6]([NH:15][C:16](=[O:22])[N:17]([CH2:18][CH3:19])[CH2:20][CH3:21])[CH2:7][N:8]2[CH2:12][CH2:13][CH3:14])[CH2:3][C:2]1=[O:1])[CH3:30]. The catalyst class is: 11. (4) Reactant: C(O[C:6](=O)[C:7]([C:11]1[CH:16]=[C:15](Cl)[C:14](Cl)=[CH:13][C:12]=1[N+:19]([O-:21])=O)=C(O)C)(C)(C)C.O.C(O)C. Product: [OH:21][N:19]1[C:12]2[C:11](=[CH:16][CH:15]=[CH:14][CH:13]=2)[CH:7]=[CH:6]1. The catalyst class is: 415. (5) Reactant: Cl.[NH2:2][CH:3]([C:16]1[CH:21]=[CH:20][C:19]([Br:22])=[CH:18][CH:17]=1)[C:4]([C@@H:6]1[CH2:11][CH2:10][CH2:9][CH2:8][C@H:7]1[C:12]([O:14][CH3:15])=[O:13])=[O:5].CCN(CC)CC.[F:41][C:36]([F:42])([C:37]([F:40])([F:39])[F:38])[C:35](O[C:35](=O)[C:36]([F:42])([F:41])[C:37]([F:40])([F:39])[F:38])=O. Product: [Br:22][C:19]1[CH:18]=[CH:17][C:16]([C:3]2[N:2]=[C:35]([C:36]([F:42])([F:41])[C:37]([F:40])([F:39])[F:38])[O:5][C:4]=2[C@@H:6]2[CH2:11][CH2:10][CH2:9][CH2:8][C@H:7]2[C:12]([O:14][CH3:15])=[O:13])=[CH:21][CH:20]=1. The catalyst class is: 4. (6) Reactant: Br[CH2:2][C:3]1[C:8]([Cl:9])=[CH:7][CH:6]=[CH:5][C:4]=1[Cl:10].[NH2:11][C:12]1[S:13][C:14]2[CH:20]=[C:19]([OH:21])[CH:18]=[CH:17][C:15]=2[N:16]=1.[OH-].[Na+].C(=O)([O-])O.[Na+]. Product: [Cl:10][C:4]1[CH:5]=[CH:6][CH:7]=[C:8]([Cl:9])[C:3]=1[CH2:2][O:21][C:19]1[CH:18]=[CH:17][C:15]2[N:16]=[C:12]([NH2:11])[S:13][C:14]=2[CH:20]=1. The catalyst class is: 15. (7) Product: [Br:17][C:11]1[C:10]([O:15][CH3:16])=[CH:9][CH:8]=[C:7]2[C:12]=1[CH:13]=[CH:14][C:5]([S:2]([CH3:1])(=[O:4])=[O:3])=[N:6]2. The catalyst class is: 2. Reactant: [CH3:1][S:2]([C:5]1[CH:14]=[CH:13][C:12]2[C:7](=[CH:8][CH:9]=[C:10]([O:15][CH3:16])[CH:11]=2)[N:6]=1)(=[O:4])=[O:3].[Br:17]Br.C([O-])(O)=O.[Na+].S([O-])([O-])(=O)=S.[Na+].[Na+]. (8) Reactant: [NH:1]([C:10]([O:12][C:13]([CH3:16])([CH3:15])[CH3:14])=[O:11])[C@@H:2]([C:7]([OH:9])=[O:8])[CH2:3][CH2:4][CH2:5][NH2:6].Cl[C:18]([O:20][CH2:21][C:22]1[CH:27]=[CH:26][CH:25]=[CH:24][CH:23]=1)=[O:19]. Product: [CH2:21]([O:20][C:18]([NH:6][CH2:5][CH2:4][CH2:3][C@@H:2]([NH:1][C:10]([O:12][C:13]([CH3:16])([CH3:15])[CH3:14])=[O:11])[C:7]([OH:9])=[O:8])=[O:19])[C:22]1[CH:27]=[CH:26][CH:25]=[CH:24][CH:23]=1. The catalyst class is: 74. (9) Reactant: C([C:3]1[CH:8]=[CH:7][CH:6]=[CH:5][C:4]=1[OH:9])#N.Cl.C([N:13]([CH2:16]C)CC)C.[N-:18]=[N+:19]=[N-:20].[Na+]. Product: [N:13]1[CH:16]=[N:20][N:19]([C:3]2[CH:8]=[CH:7][CH:6]=[CH:5][C:4]=2[OH:9])[N:18]=1. The catalyst class is: 11. (10) Reactant: [CH3:1][NH:2][C:3]1[CH:4]=[CH:5][C:6]([O:17][CH3:18])=[C:7]([NH:9][C:10](=[O:16])[O:11][C:12]([CH3:15])([CH3:14])[CH3:13])[CH:8]=1.C(=O)([O-])[O-].[K+].[K+].Br[CH2:26][C:27](Cl)=[O:28].[CH3:30][NH:31][CH3:32].C(=O)(O)[O-].[Na+].C(OCC)(=O)C. Product: [CH3:30][N:31]([CH3:32])[CH2:26][C:27]([N:2]([CH3:1])[C:3]1[CH:4]=[CH:5][C:6]([O:17][CH3:18])=[C:7]([NH:9][C:10](=[O:16])[O:11][C:12]([CH3:14])([CH3:15])[CH3:13])[CH:8]=1)=[O:28]. The catalyst class is: 7.